Task: Predict the reactants needed to synthesize the given product.. Dataset: Full USPTO retrosynthesis dataset with 1.9M reactions from patents (1976-2016) (1) Given the product [CH2:1]([N:3]1[C:12]2[C:7](=[N:8][CH:9]=[C:10]([CH2:13][C:14]3[CH:15]=[CH:16][C:17]([F:20])=[CH:18][CH:19]=3)[CH:11]=2)[C:6]([O-:21])=[C:5]([C:22]([NH:24][C@@H:25]([CH3:28])[CH2:26][OH:27])=[O:23])[C:4]1=[O:29])[CH3:2].[Na+:31], predict the reactants needed to synthesize it. The reactants are: [CH2:1]([N:3]1[C:12]2[C:7](=[N:8][CH:9]=[C:10]([CH2:13][C:14]3[CH:19]=[CH:18][C:17]([F:20])=[CH:16][CH:15]=3)[CH:11]=2)[C:6]([OH:21])=[C:5]([C:22]([NH:24][C@@H:25]([CH3:28])[CH2:26][OH:27])=[O:23])[C:4]1=[O:29])[CH3:2].[OH-].[Na+:31]. (2) Given the product [CH2:31]([S:28]([N:25]1[CH2:26][CH2:27][CH:22]([C:13]2[C:12]3[C:16](=[C:17]([C:19]([NH2:21])=[O:20])[CH:18]=[C:10]([C:6]4[CH:5]=[C:4]5[C:9](=[CH:8][CH:7]=4)[CH2:1][N:2]([CH:34]([CH3:35])[CH3:33])[CH2:3]5)[CH:11]=3)[NH:15][CH:14]=2)[CH2:23][CH2:24]1)(=[O:29])=[O:30])[CH3:32], predict the reactants needed to synthesize it. The reactants are: [CH2:1]1[C:9]2[C:4](=[CH:5][C:6]([C:10]3[CH:11]=[C:12]4[C:16](=[C:17]([C:19]([NH2:21])=[O:20])[CH:18]=3)[NH:15][CH:14]=[C:13]4[CH:22]3[CH2:27][CH2:26][N:25]([S:28]([CH2:31][CH3:32])(=[O:30])=[O:29])[CH2:24][CH2:23]3)=[CH:7][CH:8]=2)[CH2:3][NH:2]1.[CH3:33][C:34](=O)[CH3:35].C([BH3-])#N.[Na+]. (3) Given the product [Cl:1][C:2]1[CH:10]=[CH:9][C:8]([C:11]2[O:12][C:13]([CH:16]=[C:24]3[S:18][C:19](=[S:20])[NH:21][C:22]3=[O:23])=[CH:14][CH:15]=2)=[CH:7][C:3]=1[C:4]([OH:6])=[O:5], predict the reactants needed to synthesize it. The reactants are: [Cl:1][C:2]1[CH:10]=[CH:9][C:8]([C:11]2[O:12][C:13]([CH:16]=O)=[CH:14][CH:15]=2)=[CH:7][C:3]=1[C:4]([OH:6])=[O:5].[S:18]1[CH2:24][C:22](=[O:23])[NH:21][C:19]1=[S:20].N1CCCCC1. (4) Given the product [NH:16]1[C:15]([CH2:13][N:12]2[C:11]3[CH:10]=[CH:9][NH:8][C:7]=3[C:5](=[O:6])[NH:39][C:40]2=[S:41])=[CH:19][N:18]=[CH:17]1, predict the reactants needed to synthesize it. The reactants are: Cl.C(O[C:5]([C:7]1[NH:8][CH:9]=[CH:10][C:11]=1[NH2:12])=[O:6])C.[CH:13]([C:15]1[N:16]=[CH:17][NH:18][CH:19]=1)=O.[BH3-]C#N.[Na+].CCN(CC)CC.C([N:39]=[C:40]=[S:41])(=O)C1C=CC=CC=1. (5) Given the product [C:22]([C:9]1[CH:10]=[N:11][C:12]2[C:17]([C:8]=1[C:4]1[CH:3]=[C:2]([NH:1][C:37](=[O:38])[CH2:36][C:30]3[CH:35]=[CH:34][CH:33]=[CH:32][CH:31]=3)[CH:7]=[CH:6][CH:5]=1)=[CH:16][CH:15]=[CH:14][C:13]=2[C:18]([F:21])([F:19])[F:20])(=[O:23])[C:24]1[CH:25]=[CH:26][CH:27]=[CH:28][CH:29]=1, predict the reactants needed to synthesize it. The reactants are: [NH2:1][C:2]1[CH:3]=[C:4]([C:8]2[C:17]3[C:12](=[C:13]([C:18]([F:21])([F:20])[F:19])[CH:14]=[CH:15][CH:16]=3)[N:11]=[CH:10][C:9]=2[C:22]([C:24]2[CH:29]=[CH:28][CH:27]=[CH:26][CH:25]=2)=[O:23])[CH:5]=[CH:6][CH:7]=1.[C:30]1([CH2:36][C:37](Cl)=[O:38])[CH:35]=[CH:34][CH:33]=[CH:32][CH:31]=1. (6) Given the product [CH2:29]([N:16]([C:8]1[C:7]([CH3:28])=[CH:6][C:5]2[C:4]([CH:1]([CH3:3])[CH3:2])=[CH:13][CH2:12][C:11]([CH3:14])([CH3:15])[C:10]=2[CH:9]=1)[C:17]1[CH:18]=[CH:19][C:20]([C:21]([O:23][CH2:24][CH3:25])=[O:22])=[CH:26][CH:27]=1)[CH2:30][CH3:31], predict the reactants needed to synthesize it. The reactants are: [CH:1]([C:4]1[C:5]2[CH:6]=[C:7]([CH3:28])[C:8]([NH:16][C:17]3[CH:27]=[CH:26][C:20]([C:21]([O:23][CH2:24][CH3:25])=[O:22])=[CH:19][CH:18]=3)=[CH:9][C:10]=2[C:11]([CH3:15])([CH3:14])[CH2:12][CH:13]=1)([CH3:3])[CH3:2].[CH:29](=O)[CH2:30][CH3:31]. (7) Given the product [NH2:1][C:2]([C:4]1[CH:5]=[N:6][C:7]2[C:12]([C:13]=1[NH:14][C:15]1[CH:16]=[C:17]([CH:23]=[CH:24][CH:25]=1)[C:18]([OH:20])=[O:19])=[CH:11][CH:10]=[C:9]([C:26]1[CH:31]=[CH:30][N:29]=[C:28]([CH3:32])[CH:27]=1)[CH:8]=2)=[O:3], predict the reactants needed to synthesize it. The reactants are: [NH2:1][C:2]([C:4]1[CH:5]=[N:6][C:7]2[C:12]([C:13]=1[NH:14][C:15]1[CH:16]=[C:17]([CH:23]=[CH:24][CH:25]=1)[C:18]([O:20]CC)=[O:19])=[CH:11][CH:10]=[C:9]([C:26]1[CH:31]=[CH:30][N:29]=[C:28]([CH3:32])[CH:27]=1)[CH:8]=2)=[O:3].[OH-].[Na+]. (8) Given the product [Cl:18][C:19]1[C:20]([C:12]2[CH:13]=[CH:14][C:9]([CH:7]=[O:8])=[CH:10][CH:11]=2)=[N:21][CH:22]=[C:23]([CH:29]=1)[C:24]([NH:26][CH2:27][CH3:28])=[O:25], predict the reactants needed to synthesize it. The reactants are: C([O-])([O-])=O.[Na+].[Na+].[CH:7]([C:9]1[CH:14]=[CH:13][C:12](B(O)O)=[CH:11][CH:10]=1)=[O:8].[Cl:18][C:19]1[C:20](Cl)=[N:21][CH:22]=[C:23]([CH:29]=1)[C:24]([NH:26][CH2:27][CH3:28])=[O:25].